From a dataset of Full USPTO retrosynthesis dataset with 1.9M reactions from patents (1976-2016). Predict the reactants needed to synthesize the given product. The reactants are: [OH2:1].CC[N:4]=C=NCCCN(C)C.CCN(C(C)C)C(C)C.C[N:23]([CH2:25][C:26](O)=O)C.ONC([N:33]1CC[CH:36]([C@H:39](C)CCOC2C=CC(S(C)(=O)=O)=CC=2)[CH2:35][CH2:34]1)=N. Given the product [CH:39]1[CH:36]=[CH:35][C:34]2[N:33]([OH:1])[N:4]=[N:23][C:25]=2[CH:26]=1, predict the reactants needed to synthesize it.